This data is from Forward reaction prediction with 1.9M reactions from USPTO patents (1976-2016). The task is: Predict the product of the given reaction. (1) Given the reactants Cl[CH:2]([CH:14]1[CH2:19][CH2:18][CH2:17][CH2:16][CH2:15]1)[C:3]1[C:7]2[CH:8]=[CH:9][CH:10]=[CH:11][C:6]=2[O:5][C:4]=1[CH2:12][CH3:13].[NH2:20][C:21]1[CH:26]=[CH:25][C:24]([C:27]([NH:29][CH2:30][CH2:31][C:32]([O:34]CC)=[O:33])=[O:28])=[CH:23][CH:22]=1, predict the reaction product. The product is: [CH:14]1([CH:2]([NH:20][C:21]2[CH:22]=[CH:23][C:24]([C:27]([NH:29][CH2:30][CH2:31][C:32]([OH:34])=[O:33])=[O:28])=[CH:25][CH:26]=2)[C:3]2[C:7]3[CH:8]=[CH:9][CH:10]=[CH:11][C:6]=3[O:5][C:4]=2[CH2:12][CH3:13])[CH2:19][CH2:18][CH2:17][CH2:16][CH2:15]1. (2) Given the reactants [CH2:1]([C@@H:8]([C@@H:13]([O:15][CH2:16][C:17]1[CH:22]=[CH:21][C:20]([O:23][CH3:24])=[CH:19][CH:18]=1)[CH3:14])[C:9](OC)=[O:10])[C:2]1[CH:7]=[CH:6][CH:5]=[CH:4][CH:3]=1.[H-].[H-].[H-].[H-].[Li+].[Al+3], predict the reaction product. The product is: [CH2:1]([C@@H:8]([C@@H:13]([O:15][CH2:16][C:17]1[CH:18]=[CH:19][C:20]([O:23][CH3:24])=[CH:21][CH:22]=1)[CH3:14])[CH2:9][OH:10])[C:2]1[CH:3]=[CH:4][CH:5]=[CH:6][CH:7]=1.